From a dataset of Full USPTO retrosynthesis dataset with 1.9M reactions from patents (1976-2016). Predict the reactants needed to synthesize the given product. (1) Given the product [C:30]([O:34][C:35](=[O:71])[NH:36][C@H:37]1[CH2:42][CH2:41][C@@H:40]([N:43]2[C:48](=[O:49])[C:47]3[CH:50]=[C:51]([F:54])[CH:52]=[N:53][C:46]=3[N:45]([C:55]3[CH:56]=[C:57]([C:12]4[CH:11]=[CH:10][C:9]([CH3:14])=[CH:8][CH:13]=4)[CH:58]=[CH:59][CH:60]=3)[C:44]2=[O:70])[CH2:39][CH2:38]1)([CH3:32])([CH3:33])[CH3:31], predict the reactants needed to synthesize it. The reactants are: C1(P(C2CCCCC2)[C:8]2[CH:13]=[CH:12][CH:11]=[CH:10][C:9]=2[C:14]2C(OC)=CC=CC=2OC)CCCCC1.[C:30]([O:34][C:35](=[O:71])[NH:36][C@H:37]1[CH2:42][CH2:41][C@@H:40]([N:43]2[C:48](=[O:49])[C:47]3[CH:50]=[C:51]([F:54])[CH:52]=[N:53][C:46]=3[N:45]([C:55]3[CH:60]=[CH:59][CH:58]=[C:57](B4OC(C)(C)C(C)(C)O4)[CH:56]=3)[C:44]2=[O:70])[CH2:39][CH2:38]1)([CH3:33])([CH3:32])[CH3:31].C(=O)([O-])[O-].[K+].[K+].BrC1C=CC(C)=CC=1. (2) Given the product [CH3:21][C:4]1[N:3]=[C:2]2[NH:1][CH:22]=[CH:12][C:11]2=[C:10]([C:14]2[CH:19]=[CH:18][C:17]([CH3:20])=[CH:16][CH:15]=2)[C:5]=1[C:6]([O:8][CH3:9])=[O:7], predict the reactants needed to synthesize it. The reactants are: [NH2:1][C:2]1[C:11]([CH:12]=O)=[C:10]([C:14]2[CH:19]=[CH:18][C:17]([CH3:20])=[CH:16][CH:15]=2)[C:5]([C:6]([O:8][CH3:9])=[O:7])=[C:4]([CH3:21])[N:3]=1.[C:22]([O-])([O-])=O.[Cs+].[Cs+].[Si](C=[N+]=[N-])(C)(C)C. (3) Given the product [NH2:46][C:47]1[C:55]([Cl:56])=[C:54]([CH2:57][N:58]2[CH2:63][CH2:62][CH2:61][C@@H:60]([NH:64][C:65](=[O:66])[O:67][C:68]([CH3:69])([CH3:70])[CH3:71])[CH2:59]2)[C:53]([CH3:72])=[CH:52][C:48]=1[C:49](=[O:50])[NH:9][CH2:8][C:7]1[CH:10]=[C:3]([Cl:2])[CH:4]=[CH:5][C:6]=1[S:11]([CH2:14][CH3:15])(=[O:13])=[O:12], predict the reactants needed to synthesize it. The reactants are: Cl.[Cl:2][C:3]1[CH:4]=[CH:5][C:6]([S:11]([CH2:14][CH3:15])(=[O:13])=[O:12])=[C:7]([CH:10]=1)[CH2:8][NH2:9].NC1C(Cl)=C(C=O)C(C(F)(F)F)=CC=1C(NCC1C=C(Cl)C=CC=1S(CC)(=O)=O)=O.[NH2:46][C:47]1[C:55]([Cl:56])=[C:54]([CH2:57][N:58]2[CH2:63][CH2:62][CH2:61][C@@H:60]([NH:64][C:65]([O:67][C:68]([CH3:71])([CH3:70])[CH3:69])=[O:66])[CH2:59]2)[C:53]([CH3:72])=[CH:52][C:48]=1[C:49](O)=[O:50].NC1C(Cl)=C(C=O)C(C(F)(F)F)=CC=1C(O)=O. (4) Given the product [F:32][C:14]([F:13])([C:28]([F:29])([F:30])[F:31])[C:15]([S:18][C:19]1[N:23]=[C:22]([C:24]([F:25])([F:27])[F:26])[N:21]([CH2:5][C:4]2[CH:7]=[CH:8][C:9]([N+:10]([O-:12])=[O:11])=[C:2]([CH3:1])[CH:3]=2)[N:20]=1)([F:16])[F:17], predict the reactants needed to synthesize it. The reactants are: [CH3:1][C:2]1[CH:3]=[C:4]([CH:7]=[CH:8][C:9]=1[N+:10]([O-:12])=[O:11])[CH2:5]Cl.[F:13][C:14]([F:32])([C:28]([F:31])([F:30])[F:29])[C:15]([S:18][C:19]1[N:23]=[C:22]([C:24]([F:27])([F:26])[F:25])[NH:21][N:20]=1)([F:17])[F:16].C1OCCOCCOCCOCCOCCOC1.C(=O)([O-])[O-].[K+].[K+]. (5) Given the product [CH3:1][O:2][C:3]1[CH:8]=[CH:7][C:6]([C:9]2[C:10](=[O:23])[N:11]([CH2:19][C:20]([Cl:27])=[O:21])[C:12]3([CH2:18][CH2:17][CH2:16][CH2:15][CH2:14]3)[N:13]=2)=[CH:5][CH:4]=1, predict the reactants needed to synthesize it. The reactants are: [CH3:1][O:2][C:3]1[CH:8]=[CH:7][C:6]([C:9]2[C:10](=[O:23])[N:11]([CH2:19][C:20](O)=[O:21])[C:12]3([CH2:18][CH2:17][CH2:16][CH2:15][CH2:14]3)[N:13]=2)=[CH:5][CH:4]=1.C(Cl)(=O)C([Cl:27])=O.